From a dataset of Forward reaction prediction with 1.9M reactions from USPTO patents (1976-2016). Predict the product of the given reaction. (1) Given the reactants CS([O:5][CH2:6][CH2:7][CH2:8][CH2:9][CH2:10][CH2:11][CH2:12][CH2:13][CH2:14][CH2:15][CH2:16][CH2:17][CH2:18][CH2:19][CH2:20][CH3:21])(=O)=O, predict the reaction product. The product is: [CH2:6]([O:5][CH2:8][CH2:7][CH2:6][OH:5])[CH2:7][CH2:8][CH2:9][CH2:10][CH2:11][CH2:12][CH2:13][CH2:14][CH2:15][CH2:16][CH2:17][CH2:18][CH2:19][CH2:20][CH3:21]. (2) Given the reactants [C:1]([CH2:3][O:4][NH:5][C:6]([CH:8]1[C:17]2[C:12](=[CH:13][CH:14]=[CH:15][CH:16]=2)[C:11](=[O:18])[N:10]([CH:19]2[CH2:24][CH2:23][CH2:22][CH2:21][CH:20]2[NH:25][S:26]([CH3:29])(=[O:28])=[O:27])[CH:9]1[C:30]1[CH:35]=[CH:34][C:33]([Cl:36])=[CH:32][C:31]=1[Cl:37])=[O:7])#[N:2].[NH2:38][OH:39], predict the reaction product. The product is: [NH2:2][C:1](=[N:38][OH:39])[CH2:3][O:4][NH:5][C:6]([CH:8]1[C:17]2[C:12](=[CH:13][CH:14]=[CH:15][CH:16]=2)[C:11](=[O:18])[N:10]([CH:19]2[CH2:24][CH2:23][CH2:22][CH2:21][CH:20]2[NH:25][S:26]([CH3:29])(=[O:28])=[O:27])[CH:9]1[C:30]1[CH:35]=[CH:34][C:33]([Cl:36])=[CH:32][C:31]=1[Cl:37])=[O:7]. (3) Given the reactants [CH:1]1([C:4]2[CH2:5][CH:6]([CH:11]3[CH2:16][CH2:15][N:14]([C:17]([O:19][CH2:20][C:21]4[CH:26]=[CH:25][CH:24]=[CH:23][CH:22]=4)=[O:18])[CH2:13][CH2:12]3)[C:7](=[O:10])[NH:8][N:9]=2)[CH2:3][CH2:2]1, predict the reaction product. The product is: [CH:1]1([C:4]2[CH:5]=[C:6]([CH:11]3[CH2:16][CH2:15][N:14]([C:17]([O:19][CH2:20][C:21]4[CH:26]=[CH:25][CH:24]=[CH:23][CH:22]=4)=[O:18])[CH2:13][CH2:12]3)[C:7](=[O:10])[NH:8][N:9]=2)[CH2:3][CH2:2]1.